This data is from Forward reaction prediction with 1.9M reactions from USPTO patents (1976-2016). The task is: Predict the product of the given reaction. (1) Given the reactants C(OC([N:8]1[CH2:12][CH2:11][CH:10]([NH:13][C:14]2[CH:19]=[CH:18][CH:17]=[C:16]([C:20]3[CH:25]=[CH:24][N:23]=[C:22](Cl)[N:21]=3)[CH:15]=2)[CH2:9]1)=O)(C)(C)C.[NH2:27][CH2:28][CH2:29][C:30]1[CH:35]=[CH:34][C:33]([OH:36])=[CH:32][CH:31]=1, predict the reaction product. The product is: [NH:8]1[CH2:12][CH2:11][CH:10]([NH:13][C:14]2[CH:15]=[C:16]([C:20]3[CH:25]=[CH:24][N:23]=[C:22]([NH:27][CH2:28][CH2:29][C:30]4[CH:35]=[CH:34][C:33]([OH:36])=[CH:32][CH:31]=4)[N:21]=3)[CH:17]=[CH:18][CH:19]=2)[CH2:9]1. (2) Given the reactants [CH2:1]([C:3]1([CH2:6][CH3:7])[CH2:5][O:4]1)[CH3:2].[CH2:8]([NH2:10])[CH3:9], predict the reaction product. The product is: [CH2:8]([NH:10][CH2:5][C:3]([OH:4])([CH2:6][CH3:7])[CH2:1][CH3:2])[CH3:9]. (3) Given the reactants [Cl:1][C:2]1[CH:10]=[CH:9][C:8]([Cl:11])=[CH:7][C:3]=1[C:4]([OH:6])=O.[NH2:12][C:13]1[CH:14]=[C:15]2[C:20](=[CH:21][CH:22]=1)[C:19](=[O:23])[CH2:18][CH2:17][CH2:16]2.C(N(CC)CC)C, predict the reaction product. The product is: [Cl:1][C:2]1[CH:10]=[CH:9][C:8]([Cl:11])=[CH:7][C:3]=1[C:4]([NH:12][C:13]1[CH:22]=[CH:21][C:20]2[C:19](=[O:23])[CH2:18][CH2:17][CH2:16][C:15]=2[CH:14]=1)=[O:6]. (4) The product is: [OH:8][C:9]1[CH:14]=[C:13]([CH2:15][CH:17]([OH:16])[CH2:18][CH2:19][CH2:20][CH3:21])[CH:12]=[CH:11][C:10]=1[N:22]1[S:26](=[O:28])(=[O:27])[NH:25][C:24](=[O:29])[CH2:23]1. Given the reactants C([O:8][C:9]1[CH:14]=[C:13]([CH:15]2[CH:17]([CH2:18][CH2:19][CH2:20][CH3:21])[O:16]2)[CH:12]=[CH:11][C:10]=1[N:22]1[S:26](=[O:28])(=[O:27])[NH:25][C:24](=[O:29])[CH2:23]1)C1C=CC=CC=1, predict the reaction product. (5) Given the reactants [C:1]([OH:8])(=[O:7])/[CH:2]=[CH:3]/[C:4]([OH:6])=[O:5].[Cl:9][C:10]1[CH:17]=[CH:16][C:13]([C:14]#[N:15])=[C:12]([O:18][C:19]2[CH:24]=[CH:23][CH:22]=[C:21]([CH2:25][N:26]([CH3:28])[CH3:27])[C:20]=2[S:29][CH2:30]C)[CH:11]=1, predict the reaction product. The product is: [C:1]([OH:8])(=[O:7])/[CH:2]=[CH:3]/[C:4]([OH:6])=[O:5].[Cl:9][C:10]1[CH:17]=[CH:16][C:13]([C:14]#[N:15])=[C:12]([O:18][C:19]2[CH:24]=[CH:23][CH:22]=[C:21]([CH2:25][N:26]([CH3:27])[CH3:28])[C:20]=2[S:29][CH3:30])[CH:11]=1. (6) Given the reactants [N+:1]([C:4]1[C:5]([NH2:15])=[N:6][C:7]([C:10]2[O:11][CH:12]=[CH:13][N:14]=2)=[CH:8][CH:9]=1)([O-:3])=[O:2].[Br:16]N1C(=O)CCC1=O.O, predict the reaction product. The product is: [Br:16][C:8]1[CH:9]=[C:4]([N+:1]([O-:3])=[O:2])[C:5]([NH2:15])=[N:6][C:7]=1[C:10]1[O:11][CH:12]=[CH:13][N:14]=1. (7) Given the reactants [C:1]1([CH2:7][CH2:8][CH2:9][CH2:10][CH2:11][CH2:12][C:13]([C:15]2[S:16][C:17]([C:20]3[N:25]=[C:24]([C:26]([O:28]C)=[O:27])[CH:23]=[CH:22][CH:21]=3)=[CH:18][N:19]=2)=[O:14])[CH:6]=[CH:5][CH:4]=[CH:3][CH:2]=1, predict the reaction product. The product is: [C:1]1([CH2:7][CH2:8][CH2:9][CH2:10][CH2:11][CH2:12][C:13]([C:15]2[S:16][C:17]([C:20]3[N:25]=[C:24]([C:26]([OH:28])=[O:27])[CH:23]=[CH:22][CH:21]=3)=[CH:18][N:19]=2)=[O:14])[CH:6]=[CH:5][CH:4]=[CH:3][CH:2]=1. (8) Given the reactants F[C:2]1[CH:7]=[CH:6][CH:5]=[C:4]([S:8]([N:11]2[CH2:16][CH2:15][CH:14]([C:17]3[CH:22]=[CH:21][CH:20]=[CH:19][C:18]=3[F:23])[CH2:13][CH2:12]2)(=[O:10])=[O:9])[N:3]=1.[C:24]([N:31]1[CH2:36][CH2:35][NH:34][CH2:33][CH2:32]1)([O:26][C:27]([CH3:30])([CH3:29])[CH3:28])=[O:25].CN(C)C(N(C)C)=N, predict the reaction product. The product is: [C:27]([O:26][C:24]([N:31]1[CH2:36][CH2:35][N:34]([C:2]2[CH:7]=[CH:6][CH:5]=[C:4]([S:8]([N:11]3[CH2:16][CH2:15][CH:14]([C:17]4[CH:22]=[CH:21][CH:20]=[CH:19][C:18]=4[F:23])[CH2:13][CH2:12]3)(=[O:10])=[O:9])[N:3]=2)[CH2:33][CH2:32]1)=[O:25])([CH3:30])([CH3:28])[CH3:29]. (9) Given the reactants [OH-].[Na+:2].[CH3:3][CH2:4][CH2:5][CH2:6][CH2:7][N:8]([CH2:10][CH2:11][C:12]([P:18]([OH:21])([OH:20])=[O:19])([P:14]([OH:17])([OH:16])=[O:15])[OH:13])[CH3:9], predict the reaction product. The product is: [CH3:3][CH2:4][CH2:5][CH2:6][CH2:7][N:8]([CH2:10][CH2:11][C:12]([P:18]([O-:21])([OH:20])=[O:19])([P:14]([OH:17])([OH:16])=[O:15])[OH:13])[CH3:9].[Na+:2]. (10) Given the reactants [CH3:1][NH:2][CH2:3][C:4]#[CH:5].N1C=CC=CC=1.[F:12][C:13]([F:24])([F:23])[C:14]1[N:19]=[CH:18][C:17]([C:20](Cl)=[O:21])=[CH:16][CH:15]=1, predict the reaction product. The product is: [CH3:1][N:2]([CH2:3][C:4]#[CH:5])[C:20](=[O:21])[C:17]1[CH:16]=[CH:15][C:14]([C:13]([F:24])([F:23])[F:12])=[N:19][CH:18]=1.